Dataset: Catalyst prediction with 721,799 reactions and 888 catalyst types from USPTO. Task: Predict which catalyst facilitates the given reaction. (1) Reactant: [CH:1]1([CH:4]([O:6][C:7]2[CH:12]=[C:11]([CH3:13])[C:10]([N+:14]([O-])=O)=[CH:9][C:8]=2[CH3:17])[CH3:5])[CH2:3][CH2:2]1.C(O)(=O)C. Product: [CH:1]1([CH:4]([O:6][C:7]2[C:8]([CH3:17])=[CH:9][C:10]([NH2:14])=[C:11]([CH3:13])[CH:12]=2)[CH3:5])[CH2:3][CH2:2]1. The catalyst class is: 150. (2) Reactant: [CH3:1][O:2][CH2:3][C@@H:4]1[NH:9][CH2:8][CH2:7][N:6]([C:10]([O:12][C:13]([CH3:16])([CH3:15])[CH3:14])=[O:11])[CH2:5]1.[CH2:17]=O. Product: [CH3:1][O:2][CH2:3][C@@H:4]1[N:9]([CH3:17])[CH2:8][CH2:7][N:6]([C:10]([O:12][C:13]([CH3:16])([CH3:15])[CH3:14])=[O:11])[CH2:5]1. The catalyst class is: 43. (3) Reactant: [O:1]=[C:2]1[CH:7]([N:8]2[CH2:16][C:15]3[C:10](=[CH:11][CH:12]=[C:13]([CH2:17][NH:18][C:19]([N:21]4[CH2:26][CH2:25][N:24](C(OC(C)(C)C)=O)[CH2:23][CH2:22]4)=[O:20])[CH:14]=3)[C:9]2=[O:34])[CH2:6][CH2:5][C:4](=[O:35])[NH:3]1.Cl. Product: [O:1]=[C:2]1[CH:7]([N:8]2[CH2:16][C:15]3[C:10](=[CH:11][CH:12]=[C:13]([CH2:17][NH:18][C:19]([N:21]4[CH2:22][CH2:23][NH:24][CH2:25][CH2:26]4)=[O:20])[CH:14]=3)[C:9]2=[O:34])[CH2:6][CH2:5][C:4](=[O:35])[NH:3]1. The catalyst class is: 343.